Dataset: CYP1A2 inhibition data for predicting drug metabolism from PubChem BioAssay. Task: Regression/Classification. Given a drug SMILES string, predict its absorption, distribution, metabolism, or excretion properties. Task type varies by dataset: regression for continuous measurements (e.g., permeability, clearance, half-life) or binary classification for categorical outcomes (e.g., BBB penetration, CYP inhibition). Dataset: cyp1a2_veith. (1) The molecule is NCCCN1CCN(c2ccccc2)CC1. The result is 0 (non-inhibitor). (2) The compound is N#Cc1cccc(NC(=O)N2CC[C@@]3(CCCNC3)C2)c1. The result is 0 (non-inhibitor).